From a dataset of Catalyst prediction with 721,799 reactions and 888 catalyst types from USPTO. Predict which catalyst facilitates the given reaction. (1) Reactant: [CH2:1]([N:3]([C@H:28]1[CH2:33][CH2:32][C@@H:31]([OH:34])[CH2:30][CH2:29]1)[C:4]1[C:19]2[CH2:18][CH:17]=[CH:16][CH2:15][CH2:14][C:13]3[CH:20]=[C:21]([CH3:26])[N:22]=[C:23]([O:24]C)[C:12]=3[CH2:11][NH:10][C:9](=[O:27])[C:8]=2[CH:7]=[CH:6][CH:5]=1)[CH3:2].Cl. Product: [CH2:1]([N:3]([C@H:28]1[CH2:33][CH2:32][C@@H:31]([OH:34])[CH2:30][CH2:29]1)[C:4]1[C:19]2[CH2:18][CH:17]=[CH:16][CH2:15][CH2:14][C:13]3[CH:20]=[C:21]([CH3:26])[NH:22][C:23](=[O:24])[C:12]=3[CH2:11][NH:10][C:9](=[O:27])[C:8]=2[CH:7]=[CH:6][CH:5]=1)[CH3:2]. The catalyst class is: 5. (2) Reactant: [O:1]1[CH2:3][C@@H:2]1[C@@H:4]([NH:12][C:13](=[O:19])[O:14][C:15]([CH3:18])([CH3:17])[CH3:16])[CH2:5][C:6]1[CH:11]=[CH:10][CH:9]=[CH:8][CH:7]=1.[CH2:20]([O:23][CH:24]1[CH2:32][C:31]2[C:26](=[CH:27][C:28]([O:33][CH3:34])=[CH:29][CH:30]=2)[CH:25]1[NH2:35])[CH:21]=[CH2:22]. Product: [CH2:20]([O:23][C@H:24]1[CH2:32][C:31]2[C:26](=[CH:27][C:28]([O:33][CH3:34])=[CH:29][CH:30]=2)[C@H:25]1[NH:35][CH2:3][C@@H:2]([OH:1])[C@@H:4]([NH:12][C:13](=[O:19])[O:14][C:15]([CH3:18])([CH3:17])[CH3:16])[CH2:5][C:6]1[CH:11]=[CH:10][CH:9]=[CH:8][CH:7]=1)[CH:21]=[CH2:22]. The catalyst class is: 10. (3) Reactant: N1C=CC=CC=1.C(B1OB(C=C)OB([CH:17]=[CH2:18])O1)=C.[OH:19][C:20]1[C:21]([N+:30]([O-:32])=[O:31])=[C:22]([CH:27]=[CH:28][CH:29]=1)[C:23]([O:25][CH3:26])=[O:24].N1C=CC=CC=1. Product: [N+:30]([C:21]1[C:20]([O:19][CH:17]=[CH2:18])=[CH:29][CH:28]=[CH:27][C:22]=1[C:23]([O:25][CH3:26])=[O:24])([O-:32])=[O:31]. The catalyst class is: 732. (4) Reactant: [N+](C1C=C(S(O[C:14]2[CH2:18][CH:17]([C:19](=[O:36])[NH:20][C:21]3[CH:26]=[CH:25][C:24]([Cl:27])=[CH:23][C:22]=3[C:28](=[O:35])[NH:29][CH:30]([CH:32]3[CH2:34][CH2:33]3)[CH3:31])[N:16]([C:37]3[C:42]([Cl:43])=[CH:41][CH:40]=[CH:39][N:38]=3)[N:15]=2)(=O)=O)C=CC=1)([O-])=O.C(O)(=O)C.[BrH:48].C(OCC)(=O)C.[OH-].[Na+]. Product: [Cl:27][C:24]1[CH:25]=[CH:26][C:21]([NH:20][C:19]([CH:17]2[N:16]([C:37]3[C:42]([Cl:43])=[CH:41][CH:40]=[CH:39][N:38]=3)[N:15]=[C:14]([Br:48])[CH2:18]2)=[O:36])=[C:22]([C:28](=[O:35])[NH:29][CH:30]([CH:32]2[CH2:34][CH2:33]2)[CH3:31])[CH:23]=1. The catalyst class is: 86. (5) Reactant: [C:1]([N:9]=[C:10]=[S:11])(=[O:8])[C:2]1[CH:7]=[CH:6][CH:5]=[CH:4][CH:3]=1.[C:12]([O:16][C:17](=[O:23])[NH:18][CH2:19][CH2:20][CH2:21][NH2:22])([CH3:15])([CH3:14])[CH3:13]. Product: [C:1]([NH:9][C:10](=[S:11])[NH:22][CH2:21][CH2:20][CH2:19][NH:18][C:17](=[O:23])[O:16][C:12]([CH3:14])([CH3:13])[CH3:15])(=[O:8])[C:2]1[CH:7]=[CH:6][CH:5]=[CH:4][CH:3]=1. The catalyst class is: 21. (6) Reactant: F[C:2]1[CH:19]=[CH:18][C:5]([C:6]([CH:8]2[CH2:13][CH2:12][N:11]([CH2:14][C:15]([OH:17])=[O:16])[CH2:10][CH2:9]2)=[O:7])=[CH:4][CH:3]=1.[OH-].[Na+].Cl.[CH2:23]([OH:25])[CH3:24]. The catalyst class is: 6. Product: [CH2:23]([O:25][C:2]1[CH:19]=[CH:18][C:5]([C:6]([CH:8]2[CH2:13][CH2:12][N:11]([CH2:14][C:15]([OH:17])=[O:16])[CH2:10][CH2:9]2)=[O:7])=[CH:4][CH:3]=1)[CH3:24].